Dataset: Catalyst prediction with 721,799 reactions and 888 catalyst types from USPTO. Task: Predict which catalyst facilitates the given reaction. (1) Reactant: [OH:1][C:2]1[CH:10]=[C:9]([NH:11][S:12]([C:15]2[CH:20]=[CH:19][CH:18]=[C:17]([CH:21]([OH:23])[CH3:22])[CH:16]=2)(=[O:14])=[O:13])[CH:8]=[CH:7][C:3]=1[C:4]([OH:6])=[O:5].[C:24](N1C=CN=C1)(N1C=CN=C1)=O.CO.N1C=CC=CC=1. Product: [OH:1][C:2]1[CH:10]=[C:9]([NH:11][S:12]([C:15]2[CH:20]=[CH:19][CH:18]=[C:17]([CH:21]([OH:23])[CH3:22])[CH:16]=2)(=[O:14])=[O:13])[CH:8]=[CH:7][C:3]=1[C:4]([O:6][CH3:24])=[O:5]. The catalyst class is: 23. (2) Product: [CH3:1][O:2][CH:3]([CH2:8][CH3:9])[C:4]([O-:6])=[O:5].[Li+:12]. The catalyst class is: 24. Reactant: [CH3:1][O:2][CH:3]([CH2:8][CH3:9])[C:4]([O:6]C)=[O:5].O.[OH-].[Li+:12]. (3) Reactant: [C:1]([NH:4][C:5]1[S:6][C:7]([C:11]2[CH:12]=[C:13]([S:17](Cl)(=[O:19])=[O:18])[S:14][C:15]=2[Br:16])=[C:8]([CH3:10])[N:9]=1)(=[O:3])[CH3:2].[CH2:21]([NH2:24])[CH:22]=[CH2:23].CCN(C(C)C)C(C)C. Product: [CH2:21]([NH:24][S:17]([C:13]1[S:14][C:15]([Br:16])=[C:11]([C:7]2[S:6][C:5]([NH:4][C:1](=[O:3])[CH3:2])=[N:9][C:8]=2[CH3:10])[CH:12]=1)(=[O:19])=[O:18])[CH:22]=[CH2:23]. The catalyst class is: 2. (4) Reactant: C([NH:8][C:9]1[CH:18]=[N:17][C:16]2[C:11](=[CH:12][CH:13]=[CH:14][CH:15]=2)[N:10]=1)C1C=CC=CC=1.C([O-])=O.[NH4+]. Product: [NH2:8][C:9]1[CH:18]=[N:17][C:16]2[C:11](=[CH:12][CH:13]=[CH:14][CH:15]=2)[N:10]=1. The catalyst class is: 19. (5) Reactant: [CH2:1]([C@H:8]1[N:13]([C:14]([C:16]2[N:17]=[CH:18][N:19]([CH:27]3[CH2:32][CH2:31][CH2:30][NH:29][CH2:28]3)[C:20]=2[C:21]2[CH:26]=[CH:25][CH:24]=[CH:23][CH:22]=2)=[O:15])[CH2:12][CH2:11][N:10]([C:33]([O:35][C:36]([CH3:39])([CH3:38])[CH3:37])=[O:34])[CH2:9]1)[C:2]1[CH:7]=[CH:6][CH:5]=[CH:4][CH:3]=1.C(N(CC)CC)C.[CH3:47][O:48][C:49]1[N:54]=[CH:53][C:52]([S:55](Cl)(=[O:57])=[O:56])=[CH:51][CH:50]=1.C(=O)(O)[O-].[Na+]. Product: [CH2:1]([C@H:8]1[N:13]([C:14]([C:16]2[N:17]=[CH:18][N:19]([CH:27]3[CH2:32][CH2:31][CH2:30][N:29]([S:55]([C:52]4[CH:53]=[N:54][C:49]([O:48][CH3:47])=[CH:50][CH:51]=4)(=[O:56])=[O:57])[CH2:28]3)[C:20]=2[C:21]2[CH:26]=[CH:25][CH:24]=[CH:23][CH:22]=2)=[O:15])[CH2:12][CH2:11][N:10]([C:33]([O:35][C:36]([CH3:39])([CH3:38])[CH3:37])=[O:34])[CH2:9]1)[C:2]1[CH:7]=[CH:6][CH:5]=[CH:4][CH:3]=1. The catalyst class is: 1.